Dataset: Peptide-MHC class I binding affinity with 185,985 pairs from IEDB/IMGT. Task: Regression. Given a peptide amino acid sequence and an MHC pseudo amino acid sequence, predict their binding affinity value. This is MHC class I binding data. The peptide sequence is QMWKCLIRL. The MHC is HLA-A68:02 with pseudo-sequence HLA-A68:02. The binding affinity (normalized) is 0.253.